From a dataset of Peptide-MHC class I binding affinity with 185,985 pairs from IEDB/IMGT. Regression. Given a peptide amino acid sequence and an MHC pseudo amino acid sequence, predict their binding affinity value. This is MHC class I binding data. (1) The peptide sequence is VLGATLLFFVIAL. The MHC is HLA-A02:06 with pseudo-sequence HLA-A02:06. The binding affinity (normalized) is 0.273. (2) The peptide sequence is GQFPTAFEF. The MHC is Mamu-B52 with pseudo-sequence Mamu-B52. The binding affinity (normalized) is 0.717. (3) The peptide sequence is GHGTVVLEL. The MHC is HLA-A03:01 with pseudo-sequence HLA-A03:01. The binding affinity (normalized) is 0.0847. (4) The peptide sequence is EGPQREPWDEW. The MHC is Mamu-B52 with pseudo-sequence Mamu-B52. The binding affinity (normalized) is 0.635.